Dataset: Catalyst prediction with 721,799 reactions and 888 catalyst types from USPTO. Task: Predict which catalyst facilitates the given reaction. Reactant: [Si](C=[N+]=[N-])(C)(C)[CH3:2].[CH:8]1[C:13]([C:14]2[CH:15]=[CH:16][C:17]([F:21])=[CH:18][C:19]=2[F:20])=[CH:12][C:11]([C:22]([OH:24])=[O:23])=[C:10]([OH:25])[CH:9]=1. Product: [CH3:2][O:23][C:22]([C:11]1[CH:12]=[C:13]([C:14]2[CH:15]=[CH:16][C:17]([F:21])=[CH:18][C:19]=2[F:20])[CH:8]=[CH:9][C:10]=1[OH:25])=[O:24]. The catalyst class is: 5.